From a dataset of Forward reaction prediction with 1.9M reactions from USPTO patents (1976-2016). Predict the product of the given reaction. (1) Given the reactants Br[C:2]1[CH:3]=[C:4]([C:8]2[CH:17]=[CH:16][C:15]3[C:10](=[CH:11][CH:12]=[CH:13][CH:14]=3)[CH:9]=2)[CH:5]=[CH:6][CH:7]=1.CCCCCC.C([Li])CCC.[B:29](OC(C)C)([O:34]C(C)C)[O:30]C(C)C.Cl, predict the reaction product. The product is: [CH:9]1[C:10]2[C:15](=[CH:14][CH:13]=[CH:12][CH:11]=2)[CH:16]=[CH:17][C:8]=1[C:4]1[CH:3]=[C:2]([B:29]([OH:34])[OH:30])[CH:7]=[CH:6][CH:5]=1. (2) Given the reactants [CH3:1][C:2]1[C:7]([CH3:8])=[CH:6][CH:5]=[CH:4][C:3]=1[N:9]1[CH2:14][CH2:13][N:12]([CH2:15][CH2:16][NH2:17])[CH2:11][CH2:10]1.[Cl:18][C:19]1[CH:24]=[CH:23][C:22]([C:25]2[N:29]([C:30]([CH3:33])([CH3:32])[CH3:31])[N:28]=[C:27]([CH:34]=O)[CH:26]=2)=[CH:21][CH:20]=1, predict the reaction product. The product is: [C:30]([N:29]1[C:25]([C:22]2[CH:21]=[CH:20][C:19]([Cl:18])=[CH:24][CH:23]=2)=[CH:26][C:27]([CH2:34][NH:17][CH2:16][CH2:15][N:12]2[CH2:11][CH2:10][N:9]([C:3]3[CH:4]=[CH:5][CH:6]=[C:7]([CH3:8])[C:2]=3[CH3:1])[CH2:14][CH2:13]2)=[N:28]1)([CH3:33])([CH3:32])[CH3:31].